Dataset: Forward reaction prediction with 1.9M reactions from USPTO patents (1976-2016). Task: Predict the product of the given reaction. (1) Given the reactants C1(C)C=CC(S([O-])(=O)=O)=CC=1.[NH+]1C=CC=CC=1.[O:18]1CCO[CH:19]1[CH:23]1[CH2:28][CH2:27][N:26]([C:29](=[O:56])[CH2:30][CH2:31][C:32]2[CH:37]=[CH:36][C:35]([C:38]([N:40]3[CH2:49][C:48]4[CH:47]=[N:46][N:45]([CH3:50])[C:44]=4[NH:43][C:42]4[CH:51]=[CH:52][CH:53]=[CH:54][C:41]3=4)=[O:39])=[CH:34][C:33]=2[CH3:55])[CH2:25][CH2:24]1, predict the reaction product. The product is: [CH3:55][C:33]1[CH:34]=[C:35]([C:38]([N:40]2[CH2:49][C:48]3[CH:47]=[N:46][N:45]([CH3:50])[C:44]=3[NH:43][C:42]3[CH:51]=[CH:52][CH:53]=[CH:54][C:41]2=3)=[O:39])[CH:36]=[CH:37][C:32]=1[CH2:31][CH2:30][C:29]([N:26]1[CH2:25][CH2:24][CH:23]([CH:19]=[O:18])[CH2:28][CH2:27]1)=[O:56]. (2) Given the reactants [Cl:1][C:2]1[C:3]([OH:13])=[C:4]([S:9](Cl)(=[O:11])=[O:10])[CH:5]=[C:6]([Cl:8])[CH:7]=1.[NH2:14][C@H:15]([C:36]1[CH:41]=[CH:40][CH:39]=[CH:38][CH:37]=1)[CH2:16][CH2:17][N:18]1[CH2:23][CH2:22][CH:21]([C:24]2[CH:25]=[C:26]([NH:30][C:31](=[O:35])[CH:32]([CH3:34])[CH3:33])[CH:27]=[CH:28][CH:29]=2)[CH2:20][CH2:19]1, predict the reaction product. The product is: [Cl:1][C:2]1[C:3]([OH:13])=[C:4]([S:9]([NH:14][C@H:15]([C:36]2[CH:37]=[CH:38][CH:39]=[CH:40][CH:41]=2)[CH2:16][CH2:17][N:18]2[CH2:23][CH2:22][CH:21]([C:24]3[CH:25]=[C:26]([NH:30][C:31](=[O:35])[CH:32]([CH3:34])[CH3:33])[CH:27]=[CH:28][CH:29]=3)[CH2:20][CH2:19]2)(=[O:11])=[O:10])[CH:5]=[C:6]([Cl:8])[CH:7]=1.